This data is from Forward reaction prediction with 1.9M reactions from USPTO patents (1976-2016). The task is: Predict the product of the given reaction. (1) Given the reactants [CH2:1]([O:3][CH2:4][N:5]1[C:13]2[CH:12]=[CH:11][CH:10]=[C:9]([C:14]([O:16]C)=[O:15])[C:8]=2[CH:7]=[CH:6]1)[CH3:2].[OH-].[Na+], predict the reaction product. The product is: [CH2:1]([O:3][CH2:4][N:5]1[C:13]2[CH:12]=[CH:11][CH:10]=[C:9]([C:14]([OH:16])=[O:15])[C:8]=2[CH:7]=[CH:6]1)[CH3:2]. (2) Given the reactants [CH3:1][N:2]1[C:6]2=[N:7][CH:8]=[C:9]([C:11]([F:14])([F:13])[F:12])[CH:10]=[C:5]2[N:4]=[C:3]1[C:15]1[CH:20]=[CH:19][CH:18]=[CH:17][C:16]=1[S:21][CH3:22].I([O-])(=O)(=O)=[O:24].[Na+].C(=O)([O-])O.[Na+].S([O-])([O-])(=O)=S.[Na+].[Na+], predict the reaction product. The product is: [CH3:22][S:21]([C:16]1[CH:17]=[CH:18][CH:19]=[CH:20][C:15]=1[C:3]1[N:2]([CH3:1])[C:6]2=[N:7][CH:8]=[C:9]([C:11]([F:14])([F:13])[F:12])[CH:10]=[C:5]2[N:4]=1)=[O:24]. (3) Given the reactants [C:1]([C:3]1([C:9](OC)=[O:10])[CH2:8][CH2:7][O:6][CH2:5][CH2:4]1)#[N:2].[H-].[H-].[H-].[H-].[Li+].[Al+3], predict the reaction product. The product is: [NH2:2][CH2:1][C:3]1([CH2:9][OH:10])[CH2:8][CH2:7][O:6][CH2:5][CH2:4]1.